Predict the reaction yield, written as a fraction of the theoretical maximum amount of product (1.0 means a 100% yield; for example, 0.34 means a 34% yield). From a dataset of Reaction yield outcomes from USPTO patents with 853,638 reactions. (1) The reactants are [NH2:1][C:2]1[CH:7]=[CH:6][C:5]([C:8]2[C:12]([C:13]3[CH:18]=[CH:17][N:16]=[C:15]4[NH:19][C:20]([C:22]5[CH:27]=[CH:26][CH:25]=[C:24]([CH2:28][N:29]([CH3:31])[CH3:30])[CH:23]=5)=[CH:21][C:14]=34)=[CH:11][N:10]([CH2:32][CH3:33])[N:9]=2)=[CH:4][CH:3]=1.[C:34]1([N:40]=[C:41]=[O:42])[CH:39]=[CH:38][CH:37]=[CH:36][CH:35]=1. The catalyst is O1CCCC1.CCN(CC)CC. The product is [CH3:33][CH2:32][N:10]1[N:9]=[C:8]([C:5]2[CH:4]=[CH:3][C:2]([NH:1][C:41]([NH:40][C:34]3[CH:39]=[CH:38][CH:37]=[CH:36][CH:35]=3)=[O:42])=[CH:7][CH:6]=2)[C:12]([C:13]2[CH:18]=[CH:17][N:16]=[C:15]3[C:14]=2[CH:21]=[C:20]([C:22]2[CH:27]=[CH:26][CH:25]=[C:24]([CH2:28][N:29]([CH3:30])[CH3:31])[CH:23]=2)[NH:19]3)=[CH:11]1. The yield is 0.440. (2) The reactants are [C:1]([NH:8][C@H:9]([C:11](N)=O)[CH3:10])([O:3][C:4]([CH3:7])([CH3:6])[CH3:5])=[O:2].F[B-](F)(F)F.C([O+](CC)CC)C.[F:26][C:27]1[CH:28]=[C:29]([NH:34][C:35]2[CH:36]=[N:37][CH:38]=[C:39]([F:41])[CH:40]=2)[C:30]([NH2:33])=[CH:31][CH:32]=1. The catalyst is C(Cl)Cl. The yield is 0.960. The product is [C:4]([O:3][C:1](=[O:2])[NH:8][C@H:9]([C:10]1[N:34]([C:35]2[CH:36]=[N:37][CH:38]=[C:39]([F:41])[CH:40]=2)[C:29]2[CH:28]=[C:27]([F:26])[CH:32]=[CH:31][C:30]=2[N:33]=1)[CH3:11])([CH3:7])([CH3:6])[CH3:5]. (3) The product is [CH:20]([O:19][C:16]1[CH:17]=[CH:18][C:13]([O:12][C:8]2[CH:9]=[C:10]([CH3:11])[C:5]([C:3]3[N:24]=[C:25]([NH2:27])[S:26][CH:2]=3)=[C:6]([CH3:23])[CH:7]=2)=[CH:14][CH:15]=1)([CH3:22])[CH3:21]. The yield is 0.610. The reactants are Br[CH2:2][C:3]([C:5]1[C:10]([CH3:11])=[CH:9][C:8]([O:12][C:13]2[CH:18]=[CH:17][C:16]([O:19][CH:20]([CH3:22])[CH3:21])=[CH:15][CH:14]=2)=[CH:7][C:6]=1[CH3:23])=O.[NH2:24][C:25]([NH2:27])=[S:26]. The catalyst is CCO. (4) The catalyst is O1CCOCC1.[Cu]I. The reactants are [CH3:1][C:2]1([CH3:22])[C:10]2=[CH:11][C:12]3[NH:13][C:14]4[C:19]([C:20]=3[CH:21]=[C:9]2[C:8]2[C:3]1=[CH:4][CH:5]=[CH:6][CH:7]=2)=[CH:18][CH:17]=[CH:16][CH:15]=4.Br[C:24]1[CH:25]=[CH:26][C:27]2[N:28]([C:37]3[CH:38]=[C:39]([C:49]4[CH:54]=[CH:53][CH:52]=[CH:51][CH:50]=4)[CH:40]=[C:41]([C:43]4[CH:48]=[CH:47][CH:46]=[CH:45][CH:44]=4)[CH:42]=3)[C:29]3[C:34]([C:35]=2[CH:36]=1)=[CH:33][CH:32]=[CH:31][CH:30]=3.P([O-])([O-])([O-])=O.[K+].[K+].[K+].ClCCl. The product is [CH3:1][C:2]1([CH3:22])[C:10]2=[CH:11][C:12]3[N:13]([C:32]4[CH:31]=[CH:30][C:29]5[N:28]([C:37]6[CH:42]=[C:41]([C:43]7[CH:48]=[CH:47][CH:46]=[CH:45][CH:44]=7)[CH:40]=[C:39]([C:49]7[CH:50]=[CH:51][CH:52]=[CH:53][CH:54]=7)[CH:38]=6)[C:27]6[C:35]([C:34]=5[CH:33]=4)=[CH:36][CH:24]=[CH:25][CH:26]=6)[C:14]4[C:19]([C:20]=3[CH:21]=[C:9]2[C:8]2[C:3]1=[CH:4][CH:5]=[CH:6][CH:7]=2)=[CH:18][CH:17]=[CH:16][CH:15]=4. The yield is 0.570. (5) The reactants are C(N(CC)CC)C.[N:8]1([C:14]2[N:19]=[CH:18][C:17]([S:20](Cl)(=[O:22])=[O:21])=[CH:16][CH:15]=2)[CH2:13][CH2:12][O:11][CH2:10][CH2:9]1.[CH:24]([O:37][C:38]1[C:39]2[C:51](=[O:52])[N:50]([CH2:53][C:54]3[CH:59]=[CH:58][C:57]([F:60])=[CH:56][CH:55]=3)[CH2:49][C:40]=2[C:41]([OH:48])=[C:42]2[C:47]=1[N:46]=[CH:45][CH:44]=[CH:43]2)([C:31]1[CH:36]=[CH:35][CH:34]=[CH:33][CH:32]=1)[C:25]1[CH:30]=[CH:29][CH:28]=[CH:27][CH:26]=1.CCOC(C)=O.CCCCCC. The catalyst is CN(C1C=CN=CC=1)C.CCOC(C)=O. The product is [CH:24]([O:37][C:38]1[C:39]2[C:51](=[O:52])[N:50]([CH2:53][C:54]3[CH:59]=[CH:58][C:57]([F:60])=[CH:56][CH:55]=3)[CH2:49][C:40]=2[C:41]([O:48][S:20]([C:17]2[CH:18]=[N:19][C:14]([N:8]3[CH2:9][CH2:10][O:11][CH2:12][CH2:13]3)=[CH:15][CH:16]=2)(=[O:22])=[O:21])=[C:42]2[C:47]=1[N:46]=[CH:45][CH:44]=[CH:43]2)([C:25]1[CH:30]=[CH:29][CH:28]=[CH:27][CH:26]=1)[C:31]1[CH:32]=[CH:33][CH:34]=[CH:35][CH:36]=1. The yield is 0.590. (6) The reactants are [Cl:1][C:2]1[CH:3]=[C:4]([C:8]#[CH:9])[CH:5]=[CH:6][CH:7]=1.[CH2:10]([O:12][C:13]([N:15]1[CH2:20][CH2:19][NH:18][CH2:17][CH2:16]1)=[O:14])[CH3:11].[Cl:21][C:22]1[CH:29]=[CH:28][CH:27]=[CH:26][C:23]=1[CH:24]=O. The catalyst is [Au](Br)(Br)Br.O. The product is [CH2:10]([O:12][C:13]([N:15]1[CH2:16][CH2:17][N:18]([CH:24]([C:23]2[CH:26]=[CH:27][CH:28]=[CH:29][C:22]=2[Cl:21])[C:9]#[C:8][C:4]2[CH:5]=[CH:6][CH:7]=[C:2]([Cl:1])[CH:3]=2)[CH2:19][CH2:20]1)=[O:14])[CH3:11]. The yield is 0.660.